Task: Predict the product of the given reaction.. Dataset: Forward reaction prediction with 1.9M reactions from USPTO patents (1976-2016) The product is: [Cl:10][C:11]1[CH:16]=[CH:15][C:14]([Cl:17])=[CH:13][C:12]=1[CH2:18][N:3]1[C:4]([C:6]([O:8][CH3:9])=[O:7])=[CH:5][N:1]=[CH:2]1. Given the reactants [NH:1]1[CH:5]=[C:4]([C:6]([O:8][CH3:9])=[O:7])[N:3]=[CH:2]1.[Cl:10][C:11]1[CH:16]=[CH:15][C:14]([Cl:17])=[CH:13][C:12]=1[CH2:18]O.C1(P(C2C=CC=CC=2)C2C=CC=CC=2)C=CC=CC=1.CC(OC(/N=N/C(OC(C)C)=O)=O)C, predict the reaction product.